The task is: Predict which catalyst facilitates the given reaction.. This data is from Catalyst prediction with 721,799 reactions and 888 catalyst types from USPTO. (1) Reactant: [Cl:1][C:2]1[N:7]=[C:6](Cl)[CH:5]=[C:4]([Cl:9])[N:3]=1.[CH2:10]([Mg]Cl)[C:11]1[CH:16]=[CH:15][CH:14]=[CH:13][CH:12]=1.C(OCC)C. Product: [CH2:10]([C:6]1[N:7]=[C:2]([Cl:1])[N:3]=[C:4]([Cl:9])[CH:5]=1)[C:11]1[CH:16]=[CH:15][CH:14]=[CH:13][CH:12]=1. The catalyst class is: 7. (2) The catalyst class is: 29. Reactant: [F:1][C:2]1[CH:3]=[C:4]([CH3:9])[CH:5]=[CH:6][C:7]=1Br.[Cl:10][C:11]1[CH:12]=[C:13](B(O)O)[CH:14]=[CH:15][C:16]=1[Cl:17].C(=O)([O-])[O-].[Na+].[Na+]. Product: [Cl:10][C:11]1[CH:12]=[C:13]([C:7]2[CH:6]=[CH:5][C:4]([CH3:9])=[CH:3][C:2]=2[F:1])[CH:14]=[CH:15][C:16]=1[Cl:17]. (3) Reactant: Br[CH2:2][CH2:3][O:4][C:5]1[CH:14]=[C:13]2[C:8]([C:9]([O:15][C:16]3[CH:21]=[CH:20][C:19]([NH:22][C:23]([NH:25][C:26]4[CH:31]=[CH:30][C:29]([F:32])=[CH:28][C:27]=4[F:33])=[O:24])=[C:18]([Cl:34])[CH:17]=3)=[CH:10][CH:11]=[N:12]2)=[CH:7][C:6]=1[O:35][CH3:36].C(=O)([O-])[O-].[K+].[K+].[CH3:43][NH:44][CH2:45][CH2:46][OH:47].O. Product: [Cl:34][C:18]1[CH:17]=[C:16]([O:15][C:9]2[C:8]3[C:13](=[CH:14][C:5]([O:4][CH2:3][CH2:2][N:44]([CH2:45][CH2:46][OH:47])[CH3:43])=[C:6]([O:35][CH3:36])[CH:7]=3)[N:12]=[CH:11][CH:10]=2)[CH:21]=[CH:20][C:19]=1[NH:22][C:23]([NH:25][C:26]1[CH:31]=[CH:30][C:29]([F:32])=[CH:28][C:27]=1[F:33])=[O:24]. The catalyst class is: 9. (4) Reactant: Br[C:2]1[S:6][C:5]([C:7]([N:9]([C:11]2[CH:16]=[CH:15][CH:14]=[C:13]([O:17][CH3:18])[CH:12]=2)[CH3:10])=[O:8])=[CH:4][CH:3]=1.[CH3:19][O:20][C:21]1[CH:22]=[C:23](B(O)O)[CH:24]=[CH:25][CH:26]=1. Product: [CH3:18][O:17][C:13]1[CH:12]=[C:11]([N:9]([CH3:10])[C:7]([C:5]2[S:6][C:2]([C:25]3[CH:24]=[CH:23][CH:22]=[C:21]([O:20][CH3:19])[CH:26]=3)=[CH:3][CH:4]=2)=[O:8])[CH:16]=[CH:15][CH:14]=1. The catalyst class is: 492. (5) Reactant: [F:1][C:2]1[CH:11]=[CH:10][CH:9]=[CH:8][C:3]=1[C:4]([NH:6][NH2:7])=[O:5].[NH2:12][C:13]1[C:14]([C:20](O)=[O:21])=[N:15][C:16]([Br:19])=[CH:17][N:18]=1.CN(C(ON1N=NC2C=CC=CC1=2)=[N+](C)C)C.[B-](F)(F)(F)F.CCN(C(C)C)C(C)C. Product: [NH2:12][C:13]1[C:14]([C:20]([NH:7][NH:6][C:4]([C:3]2[CH:8]=[CH:9][CH:10]=[CH:11][C:2]=2[F:1])=[O:5])=[O:21])=[N:15][C:16]([Br:19])=[CH:17][N:18]=1. The catalyst class is: 18. (6) Reactant: [CH2:1]([S:8]([CH2:10][CH:11]([CH2:22][CH2:23][C:24]([O:26]CC1C=CC=CC=1)=[O:25])[C:12]([O:14]CC1C=CC=CC=1)=[O:13])=[O:9])[C:2]1[CH:7]=[CH:6][CH:5]=[CH:4][CH:3]=1.[OH-].[Na+]. Product: [CH2:1]([S:8]([CH2:10][CH:11]([CH2:22][CH2:23][C:24]([OH:26])=[O:25])[C:12]([OH:14])=[O:13])=[O:9])[C:2]1[CH:3]=[CH:4][CH:5]=[CH:6][CH:7]=1. The catalyst class is: 7. (7) Reactant: [F:1][C:2]1[C:7]([OH:8])=[CH:6][CH:5]=[CH:4][C:3]=1[CH2:9][NH:10][C:11]([C:13]1[CH:14]=[C:15]2[C:20](=[CH:21][CH:22]=1)[N:19]=[CH:18][CH:17]=[CH:16]2)=[O:12].C(=O)([O-])[O-].[K+].[K+].C(#N)C.[C:32]1(C)[CH:37]=CC(S(O)(=O)=O)=[CH:34][CH:33]=1.CCC#C. Product: [CH2:34]([O:8][C:7]1[C:2]([F:1])=[C:3]([CH2:9][NH:10][C:11]([C:13]2[CH:14]=[C:15]3[C:20](=[CH:21][CH:22]=2)[N:19]=[CH:18][CH:17]=[CH:16]3)=[O:12])[CH:4]=[CH:5][CH:6]=1)[CH2:33][C:32]#[CH:37]. The catalyst class is: 6.